This data is from Forward reaction prediction with 1.9M reactions from USPTO patents (1976-2016). The task is: Predict the product of the given reaction. (1) The product is: [Cl:1][C:2]1[CH:37]=[CH:36][C:5]2[NH:6][C:7]([C@@H:9]([NH:19][C:20](=[O:35])[C:21]3[CH:26]=[CH:25][C:24]([C:27]([N:29]4[CH2:30][CH2:31][CH2:32][CH2:33]4)=[O:28])=[C:23]([CH3:34])[CH:22]=3)[CH2:10][CH2:11][N:12]3[CH2:17][CH2:16][NH:15][C:13]3=[O:14])=[N:8][C:4]=2[CH:3]=1. Given the reactants [Cl:1][C:2]1[CH:37]=[CH:36][C:5]2[NH:6][C:7]([C@@H:9]([NH:19][C:20](=[O:35])[C:21]3[CH:26]=[CH:25][C:24]([C:27]([N:29]4[CH2:33][CH2:32][CH2:31][CH2:30]4)=[O:28])=[C:23]([CH3:34])[CH:22]=3)[CH2:10][CH2:11][NH:12][C:13]([NH:15][CH2:16][CH2:17]Cl)=[O:14])=[N:8][C:4]=2[CH:3]=1.CC(C)([O-])C.[K+], predict the reaction product. (2) Given the reactants [C:1](#[N:10])[CH:2]=[CH:3][C:4]1[CH:9]=[CH:8][CH:7]=[CH:6][CH:5]=1.[CH3:11][C:12]1[NH:16][N:15]=[C:14]([NH2:17])[CH:13]=1.[NH:18]1[CH2:23][CH2:22][S:21][CH2:20][CH2:19]1, predict the reaction product. The product is: [CH3:11][C:12]1[NH:16][N:15]=[C:14]([NH:17][C:3]2[CH:2]=[C:1]([N:18]3[CH2:23][CH2:22][S:21][CH2:20][CH2:19]3)[N:10]=[C:1]([CH:2]=[CH:3][C:4]3[CH:9]=[CH:8][CH:7]=[CH:6][CH:5]=3)[N:10]=2)[CH:13]=1. (3) Given the reactants [CH2:1]([O:8][C@H:9]1[C@H:13]2[O:14][CH2:15][C@@H:16]([OH:17])[C@H:12]2[O:11][CH2:10]1)[C:2]1[CH:7]=[CH:6][CH:5]=[CH:4][CH:3]=1.[F:18][C:19]1[CH:20]=[CH:21][C:22]([N+:26]([O-:28])=[O:27])=[C:23](O)[CH:24]=1.C1(P(C2C=CC=CC=2)C2C=CC=CC=2)C=CC=CC=1.N(C(OC(C)(C)C)=O)=NC(OC(C)(C)C)=O, predict the reaction product. The product is: [CH2:1]([O:8][C@@H:9]1[CH2:10][O:11][C@@H:12]2[C@@H:16]([O:17][C:21]3[CH:20]=[C:19]([F:18])[CH:24]=[CH:23][C:22]=3[N+:26]([O-:28])=[O:27])[CH2:15][O:14][C@H:13]12)[C:2]1[CH:3]=[CH:4][CH:5]=[CH:6][CH:7]=1. (4) Given the reactants [CH:1]1([C:4]2[O:5][C:6]3[C:7](=[C:9]([C:21]#[N:22])[C:10]([CH3:20])=[C:11]([C:14]4[CH:19]=[CH:18][CH:17]=[CH:16][CH:15]=4)[C:12]=3[F:13])[N:8]=2)[CH2:3][CH2:2]1.[Br:23]N1C(=O)CCC1=O.N(C(C)(C)C#N)=NC(C)(C)C#N, predict the reaction product. The product is: [Br:23][CH2:20][C:10]1[C:9]([C:21]#[N:22])=[C:7]2[N:8]=[C:4]([CH:1]3[CH2:3][CH2:2]3)[O:5][C:6]2=[C:12]([F:13])[C:11]=1[C:14]1[CH:15]=[CH:16][CH:17]=[CH:18][CH:19]=1.